This data is from Forward reaction prediction with 1.9M reactions from USPTO patents (1976-2016). The task is: Predict the product of the given reaction. Given the reactants [NH2:1][C:2]1[CH:7]=[CH:6][CH:5]=[CH:4][C:3]=1[OH:8].[CH3:9][C:10]1[C:11](=[O:16])[O:12][C:13](=[O:15])[CH:14]=1, predict the reaction product. The product is: [OH:8][C:3]1[CH:4]=[CH:5][CH:6]=[CH:7][C:2]=1[NH:1][C:11](=[O:16])[C:10]([CH3:9])=[CH:14][C:13]([OH:15])=[O:12].